From a dataset of Peptide-MHC class I binding affinity with 185,985 pairs from IEDB/IMGT. Regression. Given a peptide amino acid sequence and an MHC pseudo amino acid sequence, predict their binding affinity value. This is MHC class I binding data. (1) The peptide sequence is YLLVKWYKK. The MHC is HLA-A03:01 with pseudo-sequence HLA-A03:01. The binding affinity (normalized) is 0.563. (2) The peptide sequence is FVDVGVSAL. The MHC is HLA-A03:01 with pseudo-sequence HLA-A03:01. The binding affinity (normalized) is 0.0847. (3) The peptide sequence is APTRVVASEM. The MHC is HLA-B35:01 with pseudo-sequence HLA-B35:01. The binding affinity (normalized) is 0.329. (4) The peptide sequence is KLEYLAPSY. The MHC is HLA-A26:01 with pseudo-sequence HLA-A26:01. The binding affinity (normalized) is 0.0847.